This data is from Peptide-MHC class I binding affinity with 185,985 pairs from IEDB/IMGT. The task is: Regression. Given a peptide amino acid sequence and an MHC pseudo amino acid sequence, predict their binding affinity value. This is MHC class I binding data. (1) The peptide sequence is SGLSEEEVR. The MHC is Mamu-B6601 with pseudo-sequence Mamu-B6601. The binding affinity (normalized) is 0.332. (2) The peptide sequence is LDKGKLWHL. The MHC is HLA-A03:01 with pseudo-sequence HLA-A03:01. The binding affinity (normalized) is 0.0847. (3) The peptide sequence is WIPKRNRSI. The MHC is HLA-A69:01 with pseudo-sequence HLA-A69:01. The binding affinity (normalized) is 0.0847. (4) The peptide sequence is TRAVGKPLL. The MHC is HLA-B58:01 with pseudo-sequence HLA-B58:01. The binding affinity (normalized) is 0.0847. (5) The MHC is H-2-Db with pseudo-sequence H-2-Db. The binding affinity (normalized) is 0.982. The peptide sequence is SQIVNDLPL. (6) The peptide sequence is HCQFCFLKK. The MHC is HLA-A31:01 with pseudo-sequence HLA-A31:01. The binding affinity (normalized) is 0.439. (7) The peptide sequence is YFANNKFTL. The MHC is HLA-A02:03 with pseudo-sequence HLA-A02:03. The binding affinity (normalized) is 0.0767.